This data is from Forward reaction prediction with 1.9M reactions from USPTO patents (1976-2016). The task is: Predict the product of the given reaction. (1) Given the reactants [CH:1]1([N:4]([CH2:18][C:19]2[O:20][CH:21]=[C:22]([C:24]([OH:26])=O)[N:23]=2)[S:5]([C:8]2[C:13]([CH3:14])=[CH:12][C:11]([O:15][CH3:16])=[CH:10][C:9]=2[CH3:17])(=[O:7])=[O:6])[CH2:3][CH2:2]1.CCN=C=NCCCN(C)C.C1C=CC2N(O)N=NC=2C=1.CCN(C(C)C)C(C)C.[CH3:57][N:58]1[CH2:63][CH2:62][CH:61]([N:64]2[CH2:69][CH2:68][NH:67][CH2:66][CH2:65]2)[CH2:60][CH2:59]1, predict the reaction product. The product is: [CH:1]1([N:4]([CH2:18][C:19]2[O:20][CH:21]=[C:22]([C:24]([N:67]3[CH2:66][CH2:65][N:64]([CH:61]4[CH2:62][CH2:63][N:58]([CH3:57])[CH2:59][CH2:60]4)[CH2:69][CH2:68]3)=[O:26])[N:23]=2)[S:5]([C:8]2[C:13]([CH3:14])=[CH:12][C:11]([O:15][CH3:16])=[CH:10][C:9]=2[CH3:17])(=[O:6])=[O:7])[CH2:2][CH2:3]1. (2) The product is: [OH:2]/[N:3]=[CH:4]/[C:6]12[CH2:12][C:9]([C:13]([O:15][CH3:16])=[O:14])([CH2:10][CH2:11]1)[CH2:8][CH2:7]2. Given the reactants Cl.[OH:2][NH2:3].[CH:4]([C:6]12[CH2:12][C:9]([C:13]([O:15][CH3:16])=[O:14])([CH2:10][CH2:11]1)[CH2:8][CH2:7]2)=O.C(=O)([O-])O.[Na+], predict the reaction product. (3) Given the reactants [CH3:1][O:2][C:3]1[CH:4]=[C:5]2[C:10](=[CH:11][C:12]=1[O:13][CH3:14])[N:9]=[CH:8][CH:7]=[C:6]2[O:15][C:16]1[CH:21]=[CH:20][C:19]([NH:22][C:23](=O)[CH2:24][O:25][C:26]2[C:31]([O:32][CH3:33])=[CH:30][CH:29]=[CH:28][C:27]=2[O:34][CH3:35])=[CH:18][C:17]=1[CH3:37].Cl.[OH-].[Na+], predict the reaction product. The product is: [CH3:33][O:32][C:31]1[CH:30]=[CH:29][CH:28]=[C:27]([O:34][CH3:35])[C:26]=1[O:25][CH2:24][CH2:23][NH:22][C:19]1[CH:20]=[CH:21][C:16]([O:15][C:6]2[C:5]3[C:10](=[CH:11][C:12]([O:13][CH3:14])=[C:3]([O:2][CH3:1])[CH:4]=3)[N:9]=[CH:8][CH:7]=2)=[C:17]([CH3:37])[CH:18]=1. (4) Given the reactants [Cl:1][S:2]([C:5]1[CH:6]=[C:7]([C:15]([OH:17])=[O:16])[C:8]2[O:13][CH2:12][CH2:11]O[C:9]=2[CH:14]=1)(=[O:4])=[O:3].O1CC[NH:21]C2C=CC=C(C(O)=O)C1=2.ClS(O)(=O)=O, predict the reaction product. The product is: [Cl:1][S:2]([C:5]1[CH:6]=[C:7]([C:15]([OH:17])=[O:16])[C:8]2[O:13][CH2:12][CH2:11][NH:21][C:9]=2[CH:14]=1)(=[O:4])=[O:3]. (5) Given the reactants [NH2:1][CH2:2][C@@H:3]1[C@H:8]([OH:9])[CH2:7][CH2:6][N:5]([CH2:10][CH2:11][N:12]2[C:17](=[O:18])[CH2:16][NH:15][C:14]3[CH:19]=[CH:20][C:21]([O:23][CH3:24])=[N:22][C:13]2=3)[CH2:4]1.CO, predict the reaction product. The product is: [NH2:1][CH2:2][C@@H:3]1[C@H:8]([OH:9])[CH2:7][CH2:6][N:5]([CH2:10][CH2:11][N:12]2[C:17](=[O:18])[CH:16]=[N:15][C:14]3[CH:19]=[CH:20][C:21]([O:23][CH3:24])=[N:22][C:13]2=3)[CH2:4]1.